From a dataset of Peptide-MHC class I binding affinity with 185,985 pairs from IEDB/IMGT. Regression. Given a peptide amino acid sequence and an MHC pseudo amino acid sequence, predict their binding affinity value. This is MHC class I binding data. (1) The peptide sequence is FHERGYVKL. The MHC is HLA-B15:01 with pseudo-sequence HLA-B15:01. The binding affinity (normalized) is 0.0847. (2) The MHC is HLA-B40:02 with pseudo-sequence HLA-B40:02. The binding affinity (normalized) is 0.222. The peptide sequence is IEAQQHLL. (3) The peptide sequence is YTVKYYNL. The MHC is H-2-Kb with pseudo-sequence H-2-Kb. The binding affinity (normalized) is 0.739. (4) The peptide sequence is TIAGGVCYY. The MHC is HLA-A11:01 with pseudo-sequence HLA-A11:01. The binding affinity (normalized) is 0.551.